From a dataset of Full USPTO retrosynthesis dataset with 1.9M reactions from patents (1976-2016). Predict the reactants needed to synthesize the given product. Given the product [OH:28][NH:27][C:1]([N:3]1[CH2:4][CH2:5][CH:6]([CH2:9][CH2:10][CH2:11][O:12][C:13]2[CH:25]=[CH:24][C:16]([C:17]([NH:19][C@H:20]([CH3:23])[CH2:21][OH:22])=[O:18])=[C:15]([CH3:26])[CH:14]=2)[CH2:7][CH2:8]1)=[NH:2], predict the reactants needed to synthesize it. The reactants are: [C:1]([N:3]1[CH2:8][CH2:7][CH:6]([CH2:9][CH2:10][CH2:11][O:12][C:13]2[CH:25]=[CH:24][C:16]([C:17]([NH:19][C@H:20]([CH3:23])[CH2:21][OH:22])=[O:18])=[C:15]([CH3:26])[CH:14]=2)[CH2:5][CH2:4]1)#[N:2].[NH2:27][OH:28].